This data is from Peptide-MHC class II binding affinity with 134,281 pairs from IEDB. The task is: Regression. Given a peptide amino acid sequence and an MHC pseudo amino acid sequence, predict their binding affinity value. This is MHC class II binding data. (1) The peptide sequence is NFSLGAAVKAGAALL. The MHC is DRB4_0101 with pseudo-sequence DRB4_0103. The binding affinity (normalized) is 0.205. (2) The peptide sequence is LGTCQTLTPMMSSKF. The MHC is HLA-DPA10201-DPB10501 with pseudo-sequence HLA-DPA10201-DPB10501. The binding affinity (normalized) is 0.0990. (3) The peptide sequence is LAQEAGNFERISGDL. The MHC is DRB1_0901 with pseudo-sequence DRB1_0901. The binding affinity (normalized) is 0.194. (4) The peptide sequence is PDTTCSEIEEFRDRA. The MHC is DRB1_1602 with pseudo-sequence DRB1_1602. The binding affinity (normalized) is 0.0555. (5) The peptide sequence is GIIQPEQPAQL. The MHC is DRB1_1501 with pseudo-sequence DRB1_1501. The binding affinity (normalized) is 0. (6) The peptide sequence is EGGAHLVQDDVIPAN. The MHC is HLA-DPA10201-DPB11401 with pseudo-sequence HLA-DPA10201-DPB11401. The binding affinity (normalized) is 0.0778.